Predict the product of the given reaction. From a dataset of Forward reaction prediction with 1.9M reactions from USPTO patents (1976-2016). Given the reactants [OH:1][N:2]=[C:3](Cl)[C:4]1[CH:5]=[N:6][CH:7]=[N:8][CH:9]=1.[F:11][CH:12]([F:22])[O:13][C:14]1[CH:19]=[CH:18][CH:17]=[C:16]([C:20]#[CH:21])[CH:15]=1.N, predict the reaction product. The product is: [F:11][CH:12]([F:22])[O:13][C:14]1[CH:15]=[C:16]([C:20]2[O:1][N:2]=[C:3]([C:4]3[CH:5]=[N:6][CH:7]=[N:8][CH:9]=3)[CH:21]=2)[CH:17]=[CH:18][CH:19]=1.